From a dataset of Forward reaction prediction with 1.9M reactions from USPTO patents (1976-2016). Predict the product of the given reaction. (1) Given the reactants [Cl-].[Cl-].[CH-:3]1[CH:7]=[CH:6][CH:5]=[CH:4]1.[CH-:8]1[CH:12]=[CH:11][CH:10]=[CH:9]1.[Ti+2:13].C[Li].ClC1C=C(C(OCC2(C3C=CC(F)=CC=3)CCN(C(OC(C)(C)C)=O)CC2)=O)C2C(=CN(COCC[Si](C)(C)C)N=2)C=1.C1(N(C)C2CCCCC2)CCCCC1, predict the reaction product. The product is: [CH-:3]1[CH:7]=[CH:6][CH:5]=[CH:4]1.[CH-:8]1[CH:12]=[CH:11][CH:10]=[CH:9]1.[Ti+2:13]. (2) Given the reactants F[C:2]1[C:3]([C:8]2[CH:13]=[C:12]([S:14][CH3:15])[N:11]=[C:10]([CH3:16])[N:9]=2)=[N:4][CH:5]=[CH:6][N:7]=1.[NH2:17][C:18]1[CH:19]=[CH:20][C:21]([O:24][CH3:25])=[N:22][CH:23]=1.C(N(C(C)C)C(C)C)C, predict the reaction product. The product is: [CH3:25][O:24][C:21]1[N:22]=[CH:23][C:18]([NH:17][C:2]2[C:3]([C:8]3[CH:13]=[C:12]([S:14][CH3:15])[N:11]=[C:10]([CH3:16])[N:9]=3)=[N:4][CH:5]=[CH:6][N:7]=2)=[CH:19][CH:20]=1. (3) Given the reactants [CH3:1][CH2:2][CH2:3][CH2:4][CH2:5][C:6](Cl)=[O:7].[CH3:9][O:10][C:11]1[CH:16]=[CH:15][CH:14]=[CH:13][CH:12]=1, predict the reaction product. The product is: [CH3:9][O:10][C:11]1[CH:16]=[CH:15][C:14]([C:6](=[O:7])[CH2:5][CH2:4][CH2:3][CH2:2][CH3:1])=[CH:13][CH:12]=1.